This data is from Reaction yield outcomes from USPTO patents with 853,638 reactions. The task is: Predict the reaction yield, written as a fraction of the theoretical maximum amount of product (1.0 means a 100% yield; for example, 0.34 means a 34% yield). (1) The reactants are C[Si]([N-][Si](C)(C)C)(C)C.[K+].[C:11]([C:14]1[CH:23]=[CH:22][C:17]([C:18]([O:20][CH3:21])=[O:19])=[CH:16][CH:15]=1)(=O)[CH3:12].O1C[CH2:27][CH2:26][CH2:25]1. The catalyst is [Br-].C([P+](C1C=CC=CC=1)(C1C=CC=CC=1)C1C=CC=CC=1)C.C1(C)C=CC=CC=1. The product is [CH3:12]/[C:11](/[C:14]1[CH:23]=[CH:22][C:17]([C:18]([O:20][CH3:21])=[O:19])=[CH:16][CH:15]=1)=[CH:25]/[CH2:26][CH3:27]. The yield is 0.560. (2) The reactants are [CH3:1][C:2]([CH3:18])([CH3:17])[C:3]([NH:5][C:6]1[NH:7][C:8](=O)[C:9]2[NH:14][C:13]([CH3:15])=[CH:12][C:10]=2[N:11]=1)=[O:4].[OH-].[NH4+].P(Cl)(Cl)([Cl:23])=O. No catalyst specified. The product is [Cl:23][C:8]1[C:9]2[NH:14][C:13]([CH3:15])=[CH:12][C:10]=2[N:11]=[C:6]([NH:5][C:3](=[O:4])[C:2]([CH3:18])([CH3:17])[CH3:1])[N:7]=1. The yield is 0.860. (3) The reactants are Br[CH2:2][CH2:3][CH2:4][OH:5].[Cl:6][C:7]1[CH:12]=[C:11]([O:13][CH2:14][CH:15]=[C:16]([Cl:18])[Cl:17])[CH:10]=[C:9]([Cl:19])[C:8]=1[OH:20].[OH-].[Na+].S(=O)(=O)(O)O. The catalyst is [Cl-].C([N+](CCCCCCCC)(CCCCCCCC)C)CCCCCCC.O.C1(C)C=CC=CC=1. The product is [Cl:6][C:7]1[CH:12]=[C:11]([O:13][CH2:14][CH:15]=[C:16]([Cl:18])[Cl:17])[CH:10]=[C:9]([Cl:19])[C:8]=1[O:20][CH2:2][CH2:3][CH2:4][OH:5]. The yield is 0.760. (4) The reactants are [O:1]1[C:5]2[CH:6]=[CH:7][CH:8]=[CH:9][C:4]=2[CH:3]=[C:2]1B(O)O.C(Cl)Cl.C([O-])([O-])=O.[K+].[K+].Br[C:23]1[C:28]([NH2:29])=[N:27][CH:26]=[C:25]2[NH:30][CH:31]=[CH:32][C:24]=12. The catalyst is C1C=CC(P(C2C=CC=CC=2)[C-]2C=CC=C2)=CC=1.C1C=CC(P(C2C=CC=CC=2)[C-]2C=CC=C2)=CC=1.Cl[Pd]Cl.[Fe+2].O.O1CCOCC1. The product is [O:1]1[C:2]2=[CH:3][CH:4]=[CH:9][C:8]2=[CH:7][CH:6]=[C:5]1[NH:29][C:28]1[CH:23]=[C:24]2[CH:32]=[CH:31][NH:30][C:25]2=[CH:26][N:27]=1. The yield is 0.330. (5) The reactants are [C:1]([C:3]1[CH:4]=[C:5]([NH2:9])[CH:6]=[CH:7][CH:8]=1)#[CH:2].[CH3:10][O:11][CH2:12][C:13](Cl)=[O:14]. The catalyst is C(Cl)Cl. The product is [C:1]([C:3]1[CH:4]=[C:5]([NH:9][C:13](=[O:14])[CH2:12][O:11][CH3:10])[CH:6]=[CH:7][CH:8]=1)#[CH:2]. The yield is 0.900.